Dataset: Forward reaction prediction with 1.9M reactions from USPTO patents (1976-2016). Task: Predict the product of the given reaction. (1) Given the reactants Cl[C:2]1[N:7]=[C:6]([C:8]([NH2:10])=[O:9])[CH:5]=[CH:4][N:3]=1.C(=O)([O-])[O-].[K+].[K+].[CH3:17][CH:18]1[CH2:23][NH:22][CH2:21][CH2:20][NH:19]1, predict the reaction product. The product is: [CH3:17][CH:18]1[NH:19][CH2:20][CH2:21][N:22]([C:2]2[N:7]=[C:6]([C:8]([NH2:10])=[O:9])[CH:5]=[CH:4][N:3]=2)[CH2:23]1. (2) The product is: [C:1]([O:5][C:6]([N:8]1[CH2:13][CH2:12][CH:11]([O:14][C:15]2[C:20]([NH2:21])=[C:19]([NH:24][C:25]3[CH:26]=[CH:27][C:28]([S:31]([CH3:34])(=[O:33])=[O:32])=[CH:29][CH:30]=3)[N:18]=[CH:17][N:16]=2)[CH2:10][CH2:9]1)=[O:7])([CH3:4])([CH3:3])[CH3:2]. Given the reactants [C:1]([O:5][C:6]([N:8]1[CH2:13][CH2:12][CH:11]([O:14][C:15]2[C:20]([N+:21]([O-])=O)=[C:19]([NH:24][C:25]3[CH:30]=[CH:29][C:28]([S:31]([CH3:34])(=[O:33])=[O:32])=[CH:27][CH:26]=3)[N:18]=[CH:17][N:16]=2)[CH2:10][CH2:9]1)=[O:7])([CH3:4])([CH3:3])[CH3:2], predict the reaction product. (3) Given the reactants [F:1][C:2]([F:23])([F:22])[C:3]1[CH:17]=[C:16]([C:18]([F:21])([F:20])[F:19])[CH:15]=[CH:14][C:4]=1[CH2:5][N:6]1[CH2:11][CH2:10][CH:9]([CH:12]=O)[CH2:8][CH2:7]1.[CH2:24]([O:26][CH2:27][CH2:28][NH:29][C:30]1[CH2:34][S:33][C:32](=[O:35])[N:31]=1)[CH3:25].C([O-])(=O)C.[NH2+]1CCCCC1, predict the reaction product. The product is: [F:23][C:2]([F:1])([F:22])[C:3]1[CH:17]=[C:16]([C:18]([F:21])([F:20])[F:19])[CH:15]=[CH:14][C:4]=1[CH2:5][N:6]1[CH2:11][CH2:10][CH:9](/[CH:12]=[C:34]2/[C:30]([NH:29][CH2:28][CH2:27][O:26][CH2:24][CH3:25])=[N:31][C:32](=[O:35])[S:33]/2)[CH2:8][CH2:7]1. (4) Given the reactants C([O:3][C:4](=[O:26])[CH2:5][C:6]1[CH:11]=[CH:10][C:9]([C:12]2[CH:17]=[CH:16][N:15]=[C:14]([C:18]([F:25])([F:24])C(OCC)=O)[CH:13]=2)=[CH:8][CH:7]=1)C.O, predict the reaction product. The product is: [F:25][CH:18]([F:24])[C:14]1[CH:13]=[C:12]([C:9]2[CH:8]=[CH:7][C:6]([CH2:5][C:4]([OH:26])=[O:3])=[CH:11][CH:10]=2)[CH:17]=[CH:16][N:15]=1. (5) Given the reactants Cl[C:2]1[CH:3]=[CH:4][C:5]2[N:6]([C:8]([CH2:11][C:12]3[CH:17]=[CH:16][C:15]([O:18][CH3:19])=[CH:14][CH:13]=3)=[CH:9][N:10]=2)[N:7]=1.C([O-])([O-])=O.[Na+].[Na+].CCO[C:29]([CH3:31])=O, predict the reaction product. The product is: [CH3:19][O:18][C:15]1[CH:16]=[CH:17][C:12]([CH2:11][C:8]2[N:6]3[N:7]=[C:2]([C:29]4[CH:31]=[N:7][N:6]([CH3:8])[CH:5]=4)[CH:3]=[CH:4][C:5]3=[N:10][CH:9]=2)=[CH:13][CH:14]=1. (6) Given the reactants [Cl:1][C:2]1[CH:3]=[C:4]2[C:8](=[CH:9][CH:10]=1)[NH:7][C:6]([C:11]([OH:13])=O)=[CH:5]2.C([O:16][C:17](=[O:39])[C:18]([O:21][C:22]1[CH:27]=[CH:26][C:25]([O:28][C:29]2[CH:34]=[CH:33][CH:32]=[C:31]([CH2:35][NH2:36])[CH:30]=2)=[CH:24][C:23]=1[CH2:37]C)([CH3:20])[CH3:19])C, predict the reaction product. The product is: [Cl:1][C:2]1[CH:3]=[C:4]2[C:8](=[CH:9][CH:10]=1)[NH:7][C:6]([C:11]([NH:36][CH2:35][C:31]1[CH:30]=[C:29]([CH:34]=[CH:33][CH:32]=1)[O:28][C:25]1[CH:26]=[CH:27][C:22]([O:21][C:18]([CH3:20])([CH3:19])[C:17]([OH:39])=[O:16])=[C:23]([CH3:37])[CH:24]=1)=[O:13])=[CH:5]2. (7) Given the reactants [CH:1]1([NH:4][C:5]([C:7]2[CH:8]=[CH:9][C:10]([CH3:26])=[C:11]([NH:13][C:14]([C:16]3[CH:24]=[C:23]4[C:19]([CH:20]=[CH:21][N:22]4[CH3:25])=[CH:18][CH:17]=3)=[O:15])[CH:12]=2)=[O:6])[CH2:3][CH2:2]1.ClS([N:31]=[C:32]=O)(=O)=O.CN(C=O)C, predict the reaction product. The product is: [C:32]([C:20]1[C:19]2[C:23](=[CH:24][C:16]([C:14]([NH:13][C:11]3[CH:12]=[C:7]([C:5](=[O:6])[NH:4][CH:1]4[CH2:2][CH2:3]4)[CH:8]=[CH:9][C:10]=3[CH3:26])=[O:15])=[CH:17][CH:18]=2)[N:22]([CH3:25])[CH:21]=1)#[N:31]. (8) Given the reactants [CH:1]1([CH2:7][CH2:8][N:9]2[C:19]3[C:14](=[CH:15][CH:16]=[C:17]([O:20][CH3:21])[CH:18]=3)[C:12](=O)[C:10]2=[O:11])[CH2:6][CH2:5][CH2:4][CH2:3][CH2:2]1.[C:22]([NH:30][NH2:31])(=[O:29])[C:23]1[CH:28]=[CH:27][CH:26]=[CH:25][CH:24]=1, predict the reaction product. The product is: [CH:1]1([CH2:7][CH2:8][N:9]2[C:19]3[C:14](=[CH:15][CH:16]=[C:17]([O:20][CH3:21])[CH:18]=3)/[C:12](=[N:31]/[NH:30][C:22](=[O:29])[C:23]3[CH:28]=[CH:27][CH:26]=[CH:25][CH:24]=3)/[C:10]2=[O:11])[CH2:6][CH2:5][CH2:4][CH2:3][CH2:2]1. (9) Given the reactants C([O:3][C:4]([C:6]12[CH2:24][CH:23]1[CH:22]=[CH:21][CH2:20][CH2:19][CH2:18][CH2:17][CH2:16][N:15]([CH2:25][C:26]1[CH:31]=[CH:30][C:29]([O:32][CH3:33])=[CH:28][CH:27]=1)[C:14](=[O:34])[N:13]1[CH:9]([CH2:10][CH:11]([O:35][C:36]3[C:45]4[C:40](=[C:41]([CH3:48])[C:42]([O:46][CH3:47])=[CH:43][CH:44]=4)[N:39]=[C:38]([C:49]4[S:50][CH:51]=[C:52]([CH:54]([CH3:56])[CH3:55])[N:53]=4)[CH:37]=3)[CH2:12]1)[C:8](=[O:57])[NH:7]2)=[O:5])C.[Li+].[OH-].C(O)(=O)CC(CC(O)=O)(C(O)=O)O, predict the reaction product. The product is: [CH:54]([C:52]1[N:53]=[C:49]([C:38]2[CH:37]=[C:36]([O:35][CH:11]3[CH2:10][CH:9]4[N:13]([C:14](=[O:34])[N:15]([CH2:25][C:26]5[CH:27]=[CH:28][C:29]([O:32][CH3:33])=[CH:30][CH:31]=5)[CH2:16][CH2:17][CH2:18][CH2:19][CH2:20][CH:21]=[CH:22][CH:23]5[C:6]([C:4]([OH:5])=[O:3])([NH:7][C:8]4=[O:57])[CH2:24]5)[CH2:12]3)[C:45]3[C:40](=[C:41]([CH3:48])[C:42]([O:46][CH3:47])=[CH:43][CH:44]=3)[N:39]=2)[S:50][CH:51]=1)([CH3:56])[CH3:55].